From a dataset of Reaction yield outcomes from USPTO patents with 853,638 reactions. Predict the reaction yield, written as a fraction of the theoretical maximum amount of product (1.0 means a 100% yield; for example, 0.34 means a 34% yield). (1) The reactants are [Cl-].[Al+3].[Cl-].[Cl-].[C:5](Cl)(=[O:7])[CH3:6].[CH2:9]([O:11][C:12](=[O:22])[C:13]([CH3:21])([C:15]1[CH:20]=[CH:19][CH:18]=[CH:17][CH:16]=1)[CH3:14])[CH3:10].S(=O)(=O)(O)O. The catalyst is C(=S)=S. The product is [CH2:9]([O:11][C:12](=[O:22])[C:13]([C:15]1[CH:20]=[CH:19][C:18]([C:5](=[O:7])[CH3:6])=[CH:17][CH:16]=1)([CH3:21])[CH3:14])[CH3:10]. The yield is 4.70. (2) The reactants are [C:1]([C:4]1[CH:12]=[CH:11][C:7]([C:8]([NH2:10])=[O:9])=[CH:6][CH:5]=1)(=[O:3])[CH3:2].[N:13]1([CH2:19][CH2:20][O:21][C:22]2[CH:29]=[C:28]([O:30][CH3:31])[C:27]([C:32]3[S:33][CH:34]=[CH:35][CH:36]=3)=[CH:26][C:23]=2[CH:24]=O)[CH2:18][CH2:17][O:16][CH2:15][CH2:14]1.C[O-].[Li+]. The catalyst is CN(C=O)C.CO. The product is [CH3:31][O:30][C:28]1[C:27]([C:32]2[S:33][CH:34]=[CH:35][CH:36]=2)=[CH:26][C:23](/[CH:24]=[CH:2]/[C:1]([C:4]2[CH:12]=[CH:11][C:7]([C:8]([NH2:10])=[O:9])=[CH:6][CH:5]=2)=[O:3])=[C:22]([O:21][CH2:20][CH2:19][N:13]2[CH2:14][CH2:15][O:16][CH2:17][CH2:18]2)[CH:29]=1. The yield is 0.570. (3) The product is [CH3:1][N:2]([S:21]([C:24]1[CH:29]=[CH:28][CH:27]=[CH:26][N:25]=1)(=[O:22])=[O:23])[C:3]1[CH:4]=[CH:5][CH:6]=[C:7]2[C:11]=1[NH:10][C:9]([C:12]1[S:13][CH:14]([CH2:17][C:18]([NH2:31])=[O:19])[CH2:15][N:16]=1)=[CH:8]2. The yield is 0.830. The reactants are [CH3:1][N:2]([S:21]([C:24]1[CH:29]=[CH:28][CH:27]=[CH:26][N:25]=1)(=[O:23])=[O:22])[C:3]1[CH:4]=[CH:5][CH:6]=[C:7]2[C:11]=1[NH:10][C:9]([C:12]1[S:13][CH:14]([CH2:17][C:18](O)=[O:19])[CH2:15][N:16]=1)=[CH:8]2.C[N:31](C)C=O.Cl.CN(C)CCCN=C=NCC. The catalyst is C(OCC)(=O)C. (4) The reactants are [OH:1][C:2]1[CH:11]=[CH:10][C:5]([C:6]([O:8][CH3:9])=[O:7])=[CH:4][C:3]=1[O:12][CH3:13].Br[CH2:15][CH2:16][CH2:17][Cl:18].C(=O)([O-])[O-].[K+].[K+]. The catalyst is C(C(C)=O)C. The product is [Cl:18][CH2:17][CH2:16][CH2:15][O:1][C:2]1[CH:11]=[CH:10][C:5]([C:6]([O:8][CH3:9])=[O:7])=[CH:4][C:3]=1[O:12][CH3:13]. The yield is 0.954.